Dataset: Full USPTO retrosynthesis dataset with 1.9M reactions from patents (1976-2016). Task: Predict the reactants needed to synthesize the given product. (1) Given the product [CH3:17][O:18][C:19](=[O:38])[CH2:20][C:21]1[CH:30]=[C:29]([CH:31]2[CH2:36][CH2:35][N:34]([S:45]([C:42]3[CH:43]=[CH:44][N:39]=[CH:40][CH:41]=3)(=[O:47])=[O:46])[CH2:33][CH2:32]2)[C:28]2[C:23](=[CH:24][CH:25]=[C:26]([F:37])[CH:27]=2)[CH:22]=1, predict the reactants needed to synthesize it. The reactants are: C(N(C(C)C)CC)(C)C.FC(F)(F)C(O)=O.[CH3:17][O:18][C:19](=[O:38])[CH2:20][C:21]1[CH:30]=[C:29]([CH:31]2[CH2:36][CH2:35][NH:34][CH2:33][CH2:32]2)[C:28]2[C:23](=[CH:24][CH:25]=[C:26]([F:37])[CH:27]=2)[CH:22]=1.[N:39]1[CH:44]=[CH:43][C:42]([S:45](Cl)(=[O:47])=[O:46])=[CH:41][CH:40]=1. (2) The reactants are: [C:1]1([CH:7]([C:26]2[CH:31]=[CH:30][CH:29]=[CH:28][CH:27]=2)[CH2:8][CH2:9][N:10]2[CH2:15][CH2:14][N:13]([C:16]3[CH:24]=[C:23]4[C:19]([CH2:20][NH:21][C:22]4=[O:25])=[CH:18][CH:17]=3)[CH2:12][CH2:11]2)[CH:6]=[CH:5][CH:4]=[CH:3][CH:2]=1.Br[CH:33]([CH3:35])[CH3:34]. Given the product [C:26]1([CH:7]([C:1]2[CH:2]=[CH:3][CH:4]=[CH:5][CH:6]=2)[CH2:8][CH2:9][N:10]2[CH2:11][CH2:12][N:13]([C:16]3[CH:24]=[C:23]4[C:19]([CH2:20][N:21]([CH:33]([CH3:35])[CH3:34])[C:22]4=[O:25])=[CH:18][CH:17]=3)[CH2:14][CH2:15]2)[CH:31]=[CH:30][CH:29]=[CH:28][CH:27]=1, predict the reactants needed to synthesize it. (3) Given the product [CH2:14]([O:13][C:11](=[O:12])[NH:16][CH:17]([C:18](=[O:19])[NH:20][C:21]1([CH:26]([C:28](=[O:30])[NH2:29])[OH:27])[CH2:22][CH:23]([F:25])[CH2:24]1)[CH2:31][C:32]1([F:37])[CH2:36][CH2:35][CH2:34][CH2:33]1)[CH3:15], predict the reactants needed to synthesize it. The reactants are: C(N(C(C)C)CC)(C)C.Cl[C:11]([O:13][CH2:14][CH3:15])=[O:12].[NH2:16][CH:17]([CH2:31][C:32]1([F:37])[CH2:36][CH2:35][CH2:34][CH2:33]1)[C:18]([NH:20][C:21]1([CH:26]([C:28](=[O:30])[NH2:29])[OH:27])[CH2:24][CH:23]([F:25])[CH2:22]1)=[O:19].C([O-])(O)=O.[Na+]. (4) Given the product [CH2:16]([O:15][C:13]([N:23]1[CH2:24][CH2:25][C:26]([OH:29])([C:10]2[CH:9]=[CH:8][CH:7]=[C:6]([CH:3]([CH3:5])[CH3:4])[CH:11]=2)[CH2:27][CH2:28]1)=[O:14])[C:17]1[CH:22]=[CH:21][CH:20]=[CH:19][CH:18]=1, predict the reactants needed to synthesize it. The reactants are: II.[CH:3]([C:6]1[CH:7]=[C:8](Br)[CH:9]=[CH:10][CH:11]=1)([CH3:5])[CH3:4].[C:13]([N:23]1[CH2:28][CH2:27][C:26](=[O:29])[CH2:25][CH2:24]1)([O:15][CH2:16][C:17]1[CH:22]=[CH:21][CH:20]=[CH:19][CH:18]=1)=[O:14]. (5) Given the product [CH3:61][N:62]([CH3:67])[CH2:63][CH2:64][CH2:65][NH:66][C:49]([C:27]1[S:28][C:29]2[N:30]=[CH:31][N:32]=[C:33]([NH:35][C:36]3[C:37]([O:42][CH:43]4[CH2:48][CH2:47][O:46][CH2:45][CH2:44]4)=[N:38][CH:39]=[CH:40][CH:41]=3)[C:34]=2[C:26]=1[CH3:25])=[O:51], predict the reactants needed to synthesize it. The reactants are: CN(C(ON1N=NC2C=CC=NC1=2)=[N+](C)C)C.F[P-](F)(F)(F)(F)F.[CH3:25][C:26]1[C:34]2[C:33]([NH:35][C:36]3[C:37]([O:42][CH:43]4[CH2:48][CH2:47][O:46][CH2:45][CH2:44]4)=[N:38][CH:39]=[CH:40][CH:41]=3)=[N:32][CH:31]=[N:30][C:29]=2[S:28][C:27]=1[C:49]([OH:51])=O.CCN(C(C)C)C(C)C.[CH3:61][N:62]([CH3:67])[CH2:63][CH2:64][CH2:65][NH2:66]. (6) The reactants are: IC.[Br:3][C:4]1[CH:9]=[CH:8][C:7]([C:10]2[N:11]([CH2:16][C@@H:17]3[CH2:21][CH2:20][N:19]([C:22]([CH:24]4[CH2:26][CH2:25]4)=[O:23])[CH2:18]3)[C:12](=[O:15])[NH:13][N:14]=2)=[CH:6][CH:5]=1.[C:27]([O-])([O-])=O.[K+].[K+]. Given the product [Br:3][C:4]1[CH:5]=[CH:6][C:7]([C:10]2[N:11]([CH2:16][C@@H:17]3[CH2:21][CH2:20][N:19]([C:22]([CH:24]4[CH2:26][CH2:25]4)=[O:23])[CH2:18]3)[C:12](=[O:15])[N:13]([CH3:27])[N:14]=2)=[CH:8][CH:9]=1, predict the reactants needed to synthesize it. (7) Given the product [O:74]1[CH2:75][CH2:76][N:71]([C:23]2[CH:24]=[CH:25][C:26]([C:29]3[C:37]4[C:32](=[CH:33][CH:34]=[C:35]([NH2:38])[CH:36]=4)[NH:31][N:30]=3)=[CH:27][CH:28]=2)[CH2:72][CH2:73]1, predict the reactants needed to synthesize it. The reactants are: FC(F)(F)C(O)=O.FC(F)(F)C(O)=O.CN1CCC(O[C:23]2[CH:28]=[CH:27][C:26]([C:29]3[C:37]4[C:32](=[CH:33][CH:34]=[C:35]([NH2:38])[CH:36]=4)[NH:31][N:30]=3)=[CH:25][CH:24]=2)CC1.IC1C2C(=CC=C(NC(=O)OC(C)(C)C)C=2)NN=1.CC1(C)C(C)(C)OB(C2C=CC([N:71]3[CH2:76][CH2:75][O:74][CH2:73][CH2:72]3)=CC=2)O1.